Dataset: NCI-60 drug combinations with 297,098 pairs across 59 cell lines. Task: Regression. Given two drug SMILES strings and cell line genomic features, predict the synergy score measuring deviation from expected non-interaction effect. (1) Drug 1: CS(=O)(=O)C1=CC(=C(C=C1)C(=O)NC2=CC(=C(C=C2)Cl)C3=CC=CC=N3)Cl. Drug 2: CS(=O)(=O)CCNCC1=CC=C(O1)C2=CC3=C(C=C2)N=CN=C3NC4=CC(=C(C=C4)OCC5=CC(=CC=C5)F)Cl. Cell line: RXF 393. Synergy scores: CSS=8.70, Synergy_ZIP=-2.17, Synergy_Bliss=-3.21, Synergy_Loewe=-6.55, Synergy_HSA=-6.51. (2) Drug 1: CN(C)N=NC1=C(NC=N1)C(=O)N. Drug 2: C1CN1P(=S)(N2CC2)N3CC3. Cell line: HOP-92. Synergy scores: CSS=14.8, Synergy_ZIP=-3.09, Synergy_Bliss=-0.411, Synergy_Loewe=-3.36, Synergy_HSA=0.503. (3) Drug 1: CC1CCC2CC(C(=CC=CC=CC(CC(C(=O)C(C(C(=CC(C(=O)CC(OC(=O)C3CCCCN3C(=O)C(=O)C1(O2)O)C(C)CC4CCC(C(C4)OC)O)C)C)O)OC)C)C)C)OC. Drug 2: C1=CN(C=N1)CC(O)(P(=O)(O)O)P(=O)(O)O. Cell line: SR. Synergy scores: CSS=52.8, Synergy_ZIP=-0.797, Synergy_Bliss=-2.08, Synergy_Loewe=-41.5, Synergy_HSA=-0.252. (4) Drug 1: CC12CCC(CC1=CCC3C2CCC4(C3CC=C4C5=CN=CC=C5)C)O. Drug 2: COC1=NC(=NC2=C1N=CN2C3C(C(C(O3)CO)O)O)N. Cell line: CAKI-1. Synergy scores: CSS=-1.89, Synergy_ZIP=-2.47, Synergy_Bliss=-8.05, Synergy_Loewe=-19.7, Synergy_HSA=-6.61. (5) Drug 1: CC1C(C(CC(O1)OC2CC(OC(C2O)C)OC3=CC4=CC5=C(C(=O)C(C(C5)C(C(=O)C(C(C)O)O)OC)OC6CC(C(C(O6)C)O)OC7CC(C(C(O7)C)O)OC8CC(C(C(O8)C)O)(C)O)C(=C4C(=C3C)O)O)O)O. Drug 2: C#CCC(CC1=CN=C2C(=N1)C(=NC(=N2)N)N)C3=CC=C(C=C3)C(=O)NC(CCC(=O)O)C(=O)O. Cell line: NCI-H322M. Synergy scores: CSS=18.5, Synergy_ZIP=-0.896, Synergy_Bliss=-1.79, Synergy_Loewe=-0.777, Synergy_HSA=-1.72. (6) Drug 1: CC1=C(C=C(C=C1)NC2=NC=CC(=N2)N(C)C3=CC4=NN(C(=C4C=C3)C)C)S(=O)(=O)N.Cl. Drug 2: C(CN)CNCCSP(=O)(O)O. Cell line: SK-MEL-2. Synergy scores: CSS=1.42, Synergy_ZIP=0.695, Synergy_Bliss=1.25, Synergy_Loewe=-2.21, Synergy_HSA=-2.30. (7) Drug 1: CS(=O)(=O)C1=CC(=C(C=C1)C(=O)NC2=CC(=C(C=C2)Cl)C3=CC=CC=N3)Cl. Cell line: CAKI-1. Synergy scores: CSS=21.2, Synergy_ZIP=-2.92, Synergy_Bliss=-0.402, Synergy_Loewe=-10.9, Synergy_HSA=1.01. Drug 2: COCCOC1=C(C=C2C(=C1)C(=NC=N2)NC3=CC=CC(=C3)C#C)OCCOC.Cl.